From a dataset of Reaction yield outcomes from USPTO patents with 853,638 reactions. Predict the reaction yield, written as a fraction of the theoretical maximum amount of product (1.0 means a 100% yield; for example, 0.34 means a 34% yield). (1) The product is [F:14][C:11]1[CH:12]=[CH:13][C:8]([C:7]2[C:2]([C:23]3[CH:24]=[CH:25][C:20]([CH:18]=[O:19])=[CH:21][CH:22]=3)=[N:3][C:4]3[N:5]([CH:15]=[CH:16][N:17]=3)[CH:6]=2)=[CH:9][CH:10]=1. The reactants are Cl[C:2]1[C:7]([C:8]2[CH:13]=[CH:12][C:11]([F:14])=[CH:10][CH:9]=2)=[CH:6][N:5]2[CH:15]=[CH:16][N:17]=[C:4]2[N:3]=1.[CH:18]([C:20]1[CH:25]=[CH:24][C:23](B(O)O)=[CH:22][CH:21]=1)=[O:19].C([O-])([O-])=O.[Na+].[Na+]. The catalyst is C(COC)OC.C1C=CC(P(C2C=CC=CC=2)[C-]2C=CC=C2)=CC=1.C1C=CC(P(C2C=CC=CC=2)[C-]2C=CC=C2)=CC=1.Cl[Pd]Cl.[Fe+2]. The yield is 0.424. (2) The reactants are [OH:1][C:2]1[CH:9]=[CH:8][C:5]([C:6]#[N:7])=[CH:4][C:3]=1[O:10][CH3:11].C1(P(C2C=CC=CC=2)C2C=CC=CC=2)C=CC=CC=1.O[C@H:32]1[CH2:36][CH2:35][N:34](C(OC(C)(C)C)=O)[CH2:33]1.N(C(OC(C)C)=O)=NC(OC(C)C)=O. The catalyst is O1CCCC1. The product is [CH3:11][O:10][C:3]1[CH:4]=[C:5]([CH:8]=[CH:9][C:2]=1[O:1][C@@H:32]1[CH2:36][CH2:35][NH:34][CH2:33]1)[C:6]#[N:7]. The yield is 0.670. (3) The reactants are [CH:1]1[C:6]([CH2:7][CH2:8][C:9]2[C:13]3[C:14]([N:16]=[C:17]([NH2:19])[NH:18][C:12]=3[NH:11][CH:10]=2)=[O:15])=[CH:5][CH:4]=[C:3]([C:20]([NH:22][C@H:23]([C:29]([O-:31])=[O:30])[CH2:24][CH2:25][C:26]([O-:28])=[O:27])=[O:21])[CH:2]=1.[CH:5]1[C:6]([CH2:7][CH2:8][C:9]2[C:13]3[C:14]([N:16]=[C:17]([NH2:19])[NH:18][C:12]=3[NH:11][CH:10]=2)=[O:15])=[CH:1][CH:2]=[C:3]([C:20]([NH:22][C@H:23]([C:29]([O-:31])=[O:30])[CH2:24][CH2:25][C:26]([O-:28])=[O:27])=[O:21])[CH:4]=1.O.O.O.O.O.[Na+:68].[Na+:68].[Na+].[Na+]. The catalyst is CO. The product is [CH:5]1[C:6]([CH2:7][CH2:8][C:9]2[C:13]3[C:14]([NH:16][C:17]([NH2:19])=[N:18][C:12]=3[NH:11][CH:10]=2)=[O:15])=[CH:1][CH:2]=[C:3]([C:20]([NH:22][C@@H:23]([C:29]([O-:31])=[O:30])[CH2:24][CH2:25][C:26]([O-:28])=[O:27])=[O:21])[CH:4]=1.[Na+:68].[Na+:68]. The yield is 0.450. (4) The reactants are COC1C=C(C=CC=1)O[C:7]1[N:12]=[CH:11][N:10]=[C:9]([NH:13][C:14]2[N:19]=[C:18]([NH:20]C(=O)C=C)[CH:17]=[CH:16][CH:15]=2)[CH:8]=1.C([O-])([O-])=O.[K+].[K+].[NH2:34][C:35]1[CH:40]=[CH:39][CH:38]=[CH:37][CH:36]=1. The catalyst is CN(C=O)C. The product is [NH2:20][C:18]1[N:19]=[C:14]([NH:13][C:9]2[CH:8]=[C:7]([NH:34][C:35]3[CH:40]=[CH:39][CH:38]=[CH:37][CH:36]=3)[N:12]=[CH:11][N:10]=2)[CH:15]=[CH:16][CH:17]=1. The yield is 0.600.